This data is from Full USPTO retrosynthesis dataset with 1.9M reactions from patents (1976-2016). The task is: Predict the reactants needed to synthesize the given product. (1) Given the product [F:14][C:15]1[CH:20]=[CH:19][C:18]([F:21])=[CH:17][C:16]=1[O:22][CH2:2][C:3]1[CH:12]=[C:11]2[C:6]([CH:7]=[CH:8][C:9](=[O:13])[O:10]2)=[CH:5][CH:4]=1, predict the reactants needed to synthesize it. The reactants are: Br[CH2:2][C:3]1[CH:12]=[C:11]2[C:6]([CH:7]=[CH:8][C:9](=[O:13])[O:10]2)=[CH:5][CH:4]=1.[F:14][C:15]1[CH:20]=[CH:19][C:18]([F:21])=[CH:17][C:16]=1[OH:22].C(=O)([O-])[O-].[K+].[K+].O. (2) Given the product [Cl:1][C:2]1[C:3]([O:12][CH2:13][CH:14]2[CH2:19][CH2:18][CH:17]=[CH:16][CH2:15]2)=[CH:4][C:5]([F:11])=[C:6]([CH:10]=1)[C:7]([NH:24][S:21]([CH3:20])(=[O:23])=[O:22])=[O:8], predict the reactants needed to synthesize it. The reactants are: [Cl:1][C:2]1[C:3]([O:12][CH2:13][CH:14]2[CH2:19][CH2:18][CH:17]=[CH:16][CH2:15]2)=[CH:4][C:5]([F:11])=[C:6]([CH:10]=1)[C:7](O)=[O:8].[CH3:20][S:21]([NH2:24])(=[O:23])=[O:22].CN(C(ON1N=NC2C=CC=CC1=2)=[N+](C)C)C.F[P-](F)(F)(F)(F)F.CCN(C(C)C)C(C)C. (3) Given the product [CH2:1]([C:3]1[N:4]=[C:5]2[C:10]([C:11]#[N:12])=[CH:9][CH:8]=[CH:7][N:6]2[C:13]=1[C:14]1[CH:19]=[CH:18][CH:17]=[C:16]([O:20][C:26]2[CH:27]=[CH:22][CH:23]=[C:24]([S:28]([CH:31]([CH3:33])[CH3:32])(=[O:29])=[O:30])[CH:25]=2)[CH:15]=1)[CH3:2], predict the reactants needed to synthesize it. The reactants are: [CH2:1]([C:3]1[N:4]=[C:5]2[C:10]([C:11]#[N:12])=[CH:9][CH:8]=[CH:7][N:6]2[C:13]=1[C:14]1[CH:19]=[CH:18][CH:17]=[C:16]([OH:20])[CH:15]=1)[CH3:2].Br[C:22]1[CH:27]=[CH:26][CH:25]=[C:24]([S:28]([CH:31]([CH3:33])[CH3:32])(=[O:30])=[O:29])[CH:23]=1. (4) Given the product [CH3:16][C:10]1[CH:11]=[C:12]([NH2:15])[CH:13]=[CH:14][C:9]=1[O:8][C:6]1[CH:5]=[CH:4][N:3]=[C:2]([C:20]2[CH:21]=[N:17][N:18]([CH3:22])[CH:19]=2)[CH:7]=1, predict the reactants needed to synthesize it. The reactants are: Cl[C:2]1[CH:7]=[C:6]([O:8][C:9]2[CH:14]=[CH:13][C:12]([NH2:15])=[CH:11][C:10]=2[CH3:16])[CH:5]=[CH:4][N:3]=1.[N:17]1[N:18]=[CH:19][CH2:20][CH:21]=1.[C:22]([O-])([O-])=O.[Cs+].[Cs+]. (5) The reactants are: [CH3:1][NH:2][C:3]1[CH:8]=[CH:7][CH:6]=[CH:5][C:4]=1[NH2:9].[CH:10]([C:12]1[CH:21]=[CH:20][C:15]([C:16]([O:18][CH3:19])=[O:17])=[CH:14][CH:13]=1)=O. Given the product [CH3:19][O:18][C:16](=[O:17])[C:15]1[CH:20]=[CH:21][C:12]([C:10]2[N:2]([CH3:1])[C:3]3[CH:8]=[CH:7][CH:6]=[CH:5][C:4]=3[N:9]=2)=[CH:13][CH:14]=1, predict the reactants needed to synthesize it. (6) Given the product [CH2:11]([O:13][CH2:14][O:10][C:6]1[CH:5]=[C:4]([NH2:3])[CH:9]=[CH:8][CH:7]=1)[CH3:12], predict the reactants needed to synthesize it. The reactants are: [H-].[Na+].[NH2:3][C:4]1[CH:5]=[C:6]([OH:10])[CH:7]=[CH:8][CH:9]=1.[CH2:11]([O:13][CH2:14]Cl)[CH3:12]. (7) Given the product [NH:40]1[C:43]2[C:10](=[CH:5][C:6]([C:2]3[C:10]4[C:5](=[CH:6][CH:7]=[C:8]([NH:11][S:19]([C:22]5[CH:27]=[CH:26][CH:25]=[CH:24][C:23]=5[S:28]([CH3:31])(=[O:29])=[O:30])(=[O:21])=[O:20])[CH:9]=4)[NH:4][N:3]=3)=[CH:7][CH:8]=2)[CH:9]=[CH:39]1, predict the reactants needed to synthesize it. The reactants are: I[C:2]1[C:10]2[C:5](=[CH:6][CH:7]=[C:8]([N:11]([S:19]([C:22]3[CH:27]=[CH:26][CH:25]=[CH:24][C:23]=3[S:28]([CH3:31])(=[O:30])=[O:29])(=[O:21])=[O:20])C(OC(C)(C)C)=O)[CH:9]=2)[N:4](C(OC(C)(C)C)=O)[N:3]=1.[CH3:39][N:40]([CH3:43])C=O. (8) Given the product [Cl:8][C:6]1[N:5]=[C:4]([N:9]2[CH2:14][CH2:13][O:12][CH2:11][CH2:10]2)[N:3]=[C:2]([NH:24][CH2:25][CH2:26][C:27]2[CH:28]=[N:29][CH:30]=[CH:31][CH:32]=2)[CH:7]=1, predict the reactants needed to synthesize it. The reactants are: Cl[C:2]1[CH:7]=[C:6]([Cl:8])[N:5]=[C:4]([N:9]2[CH2:14][CH2:13][O:12][CH2:11][CH2:10]2)[N:3]=1.CCN(C(C)C)C(C)C.[NH2:24][CH2:25][CH2:26][C:27]1[CH:28]=[N:29][CH:30]=[CH:31][CH:32]=1.